The task is: Regression. Given a peptide amino acid sequence and an MHC pseudo amino acid sequence, predict their binding affinity value. This is MHC class I binding data.. This data is from Peptide-MHC class I binding affinity with 185,985 pairs from IEDB/IMGT. (1) The peptide sequence is RRFTQAIYD. The MHC is HLA-A03:01 with pseudo-sequence HLA-A03:01. The binding affinity (normalized) is 0.0847. (2) The peptide sequence is LPVEYLQVP. The MHC is HLA-B15:01 with pseudo-sequence HLA-B15:01. The binding affinity (normalized) is 0.0847. (3) The peptide sequence is KLGDKGSPYY. The MHC is HLA-A68:01 with pseudo-sequence HLA-A68:01. The binding affinity (normalized) is 0.211. (4) The peptide sequence is KAGQYVTIW. The MHC is HLA-B53:01 with pseudo-sequence HLA-B53:01. The binding affinity (normalized) is 0.372. (5) The peptide sequence is KAMRPWQSF. The binding affinity (normalized) is 0.213. The MHC is HLA-B15:42 with pseudo-sequence HLA-B15:42.